Dataset: Forward reaction prediction with 1.9M reactions from USPTO patents (1976-2016). Task: Predict the product of the given reaction. (1) The product is: [CH3:13][O:7][C:6](=[O:8])[C:2]([NH2:3])([CH3:1])[CH2:4][OH:5]. Given the reactants [CH3:1][C:2]([C:6]([OH:8])=[O:7])([CH2:4][OH:5])[NH2:3].O=S(Cl)Cl.[CH3:13]O, predict the reaction product. (2) Given the reactants Cl[C:2]1[CH:7]=[C:6]([C:8]2[CH:35]=[C:11]3[N:12]=[CH:13][CH:14]=[C:15]([C:16]4[CH:17]=[C:18]([NH:22][C:23](=[O:34])[C:24]5[CH:29]=[CH:28][CH:27]=[C:26]([C:30]([F:33])([F:32])[F:31])[CH:25]=5)[CH:19]=[CH:20][CH:21]=4)[N:10]3[N:9]=2)[CH:5]=[CH:4][N:3]=1.[CH3:36][N:37]1[C:41](=O)[CH2:40][CH2:39][CH2:38]1.[N:43]1C=CC=CC=1, predict the reaction product. The product is: [CH3:36][N:37]([CH3:41])[CH2:38][CH2:39][CH2:40][NH:43][C:2]1[CH:7]=[C:6]([C:8]2[CH:35]=[C:11]3[N:12]=[CH:13][CH:14]=[C:15]([C:16]4[CH:17]=[C:18]([NH:22][C:23](=[O:34])[C:24]5[CH:29]=[CH:28][CH:27]=[C:26]([C:30]([F:33])([F:31])[F:32])[CH:25]=5)[CH:19]=[CH:20][CH:21]=4)[N:10]3[N:9]=2)[CH:5]=[CH:4][N:3]=1. (3) Given the reactants [C:1]([O:4][C@@H:5]1[C@H:9]([CH2:10][CH2:11][CH2:12][CH2:13][CH2:14][CH2:15][C:16]([O:18][CH3:19])=[O:17])[C@@H:8](/[CH:20]=[CH:21]/[C:22](=[O:31])[C:23]([F:30])([F:29])[CH2:24][C@@H:25]([CH3:28])[CH2:26][CH3:27])[C@H:7]([O:32][CH:33]2[CH2:38][CH2:37][CH2:36][CH2:35][O:34]2)[CH2:6]1)(=[O:3])[CH3:2], predict the reaction product. The product is: [C:1]([O:4][C@@H:5]1[C@H:9]([CH2:10][CH2:11][CH2:12][CH2:13][CH2:14][CH2:15][C:16]([O:18][CH3:19])=[O:17])[C@@H:8]([CH2:20][CH2:21][C:22](=[O:31])[C:23]([F:29])([F:30])[CH2:24][C@@H:25]([CH3:28])[CH2:26][CH3:27])[C@H:7]([O:32][CH:33]2[CH2:38][CH2:37][CH2:36][CH2:35][O:34]2)[CH2:6]1)(=[O:3])[CH3:2]. (4) The product is: [Cl:1][C:2]1[C:9]([CH3:10])=[C:8]([N:26]2[CH:27]([CH3:30])[C:28](=[O:29])[C:24]([CH3:32])([CH3:23])[C:25]2=[O:31])[CH:7]=[CH:6][C:3]=1[C:4]#[N:5]. Given the reactants [Cl:1][C:2]1[C:9]([CH3:10])=[C:8](I)[CH:7]=[CH:6][C:3]=1[C:4]#[N:5].NC1C=CC(C#N)=C(Cl)C=1C.[CH3:23][C:24]1([CH3:32])[C:28](=[O:29])[CH:27]([CH3:30])[NH:26][C:25]1=[O:31].C(=O)([O-])[O-].[Cs+].[Cs+].C1(P(C2C=CC=CC=2)C2C3OC4C(=CC=CC=4P(C4C=CC=CC=4)C4C=CC=CC=4)C(C)(C)C=3C=CC=2)C=CC=CC=1, predict the reaction product. (5) Given the reactants [NH2:1][C:2]1[C:3](N)=[N:4][C:5]2[C:10]([C:11]=1CC(C)C)=[CH:9][CH:8]=[CH:7][CH:6]=2, predict the reaction product. The product is: [CH2:5]([N:4]1[C:11]2[C:10]3[CH:9]=[CH:8][CH:7]=[CH:6][C:5]=3[N:4]=[CH:3][C:2]=2[N:1]=[CH:3]1)[CH:10]([CH3:11])[CH3:9]. (6) Given the reactants [F:1][CH:2]([F:20])[O:3][C:4]1[CH:19]=[CH:18][C:7]([O:8][C:9]2[CH:14]=[CH:13][C:12]([C:15](=O)[CH3:16])=[CH:11][CH:10]=2)=[CH:6][CH:5]=1.[NH2:21][OH:22], predict the reaction product. The product is: [F:1][CH:2]([F:20])[O:3][C:4]1[CH:19]=[CH:18][C:7]([O:8][C:9]2[CH:14]=[CH:13][C:12]([C:15](=[N:21][OH:22])[CH3:16])=[CH:11][CH:10]=2)=[CH:6][CH:5]=1. (7) Given the reactants [F:1][C:2]([F:15])([F:14])[S:3]([O:6]S(C(F)(F)F)(=O)=O)(=[O:5])=[O:4].O[C:17]1[C:18]([C:27]([O:29][CH3:30])=[O:28])=[CH:19][C:20]2[C:25]([CH:26]=1)=[CH:24][CH:23]=[CH:22][CH:21]=2.C(N(CC)CC)C.O, predict the reaction product. The product is: [F:1][C:2]([F:15])([F:14])[S:3]([O:6][C:17]1[C:18]([C:27]([O:29][CH3:30])=[O:28])=[CH:19][C:20]2[C:25]([CH:26]=1)=[CH:24][CH:23]=[CH:22][CH:21]=2)(=[O:5])=[O:4].